This data is from Forward reaction prediction with 1.9M reactions from USPTO patents (1976-2016). The task is: Predict the product of the given reaction. (1) The product is: [Cl:17][C:18]1[CH:19]=[C:20]([C:2]2[C:11]3[CH2:10][CH2:9][CH2:8][CH:7]([NH:12][C:13](=[O:16])[CH2:14][CH3:15])[C:6]=3[CH:5]=[N:4][CH:3]=2)[CH:21]=[CH:22][C:23]=1[F:24]. Given the reactants Br[C:2]1[C:11]2[CH2:10][CH2:9][CH2:8][CH:7]([NH:12][C:13](=[O:16])[CH2:14][CH3:15])[C:6]=2[CH:5]=[N:4][CH:3]=1.[Cl:17][C:18]1[CH:19]=[C:20](B(O)O)[CH:21]=[CH:22][C:23]=1[F:24], predict the reaction product. (2) Given the reactants [CH3:1][C:2]1[C:13]([N+:14]([O-])=O)=[C:5]2[N:6]=[C:7]([CH3:12])[C:8]([CH3:11])=[C:9]([CH3:10])[N:4]2[N:3]=1.[Cl-:17].[NH4+], predict the reaction product. The product is: [ClH:17].[CH3:1][C:2]1[C:13]([NH2:14])=[C:5]2[N:6]=[C:7]([CH3:12])[C:8]([CH3:11])=[C:9]([CH3:10])[N:4]2[N:3]=1. (3) Given the reactants [Cl:1][C:2]1[C:7]([C:8]2[CH:13]=[CH:12][CH:11]=[CH:10][CH:9]=2)=[N:6][N:5]=[C:4]2[N:14]([CH2:23][C:24](O)=[O:25])[N:15]=[C:16]([C:17]3[CH:22]=[CH:21][CH:20]=[CH:19][CH:18]=3)[C:3]=12.[F:27][C:28]([F:37])([F:36])[CH2:29][N:30]1[CH2:35][CH2:34][NH:33][CH2:32][CH2:31]1.C(N(C(C)C)CC)(C)C.F[P-](F)(F)(F)(F)F.N1(OC(N(C)C)=[N+](C)C)C2N=CC=CC=2N=N1, predict the reaction product. The product is: [Cl:1][C:2]1[C:7]([C:8]2[CH:13]=[CH:12][CH:11]=[CH:10][CH:9]=2)=[N:6][N:5]=[C:4]2[N:14]([CH2:23][C:24]([N:33]3[CH2:32][CH2:31][N:30]([CH2:29][C:28]([F:36])([F:37])[F:27])[CH2:35][CH2:34]3)=[O:25])[N:15]=[C:16]([C:17]3[CH:22]=[CH:21][CH:20]=[CH:19][CH:18]=3)[C:3]=12. (4) Given the reactants [F:1][C:2]1[CH:3]=[C:4]([C:8](=O)[CH2:9][C:10]([O:12]CC)=O)[CH:5]=[CH:6][CH:7]=1.CC1C=CC(S(O)(=O)=O)=CC=1.[N:27]1[CH:32]=[CH:31][CH:30]=[CH:29][C:28]=1[C:33]1[CH:34]=[N:35][NH:36][C:37]=1[NH2:38], predict the reaction product. The product is: [F:1][C:2]1[CH:3]=[C:4]([C:8]2[NH:38][C:37]3[N:36]([N:35]=[CH:34][C:33]=3[C:28]3[CH:29]=[CH:30][CH:31]=[CH:32][N:27]=3)[C:10](=[O:12])[CH:9]=2)[CH:5]=[CH:6][CH:7]=1. (5) Given the reactants [O:1]1[C:9]2[C:4](=[N:5][CH:6]=[CH:7][CH:8]=2)[NH:3][C:2]1=[O:10].[Cl:11][C:12]1[C:17]([F:18])=[CH:16][C:15]([CH2:19]Cl)=[CH:14][N:13]=1.C(=O)([O-])[O-].[Cs+].[Cs+].[I-].[Cs+], predict the reaction product. The product is: [Cl:11][C:12]1[N:13]=[CH:14][C:15]([CH2:19][N:5]2[CH:6]=[CH:7][CH:8]=[C:9]3[O:1][C:2](=[O:10])[N:3]=[C:4]23)=[CH:16][C:17]=1[F:18]. (6) Given the reactants Br[C:2]1[CH:3]=[C:4]([N:8]([CH3:19])[C:9]([NH:11][CH2:12][CH2:13][CH2:14][CH2:15][CH2:16][CH2:17][CH3:18])=[O:10])[CH:5]=[CH:6][CH:7]=1.C[Li].C([Li])(C)(C)C.[B:27](OC)([O:30]C)[O:28]C, predict the reaction product. The product is: [CH2:12]([NH:11][C:9](=[O:10])[N:8]([C:4]1[CH:3]=[C:2]([B:27]([OH:30])[OH:28])[CH:7]=[CH:6][CH:5]=1)[CH3:19])[CH2:13][CH2:14][CH2:15][CH2:16][CH2:17][CH3:18].